This data is from Forward reaction prediction with 1.9M reactions from USPTO patents (1976-2016). The task is: Predict the product of the given reaction. (1) Given the reactants [C:1]([N:4]1[C:13]2[C:8](=[CH:9][C:10]([C:14](O)=[O:15])=[CH:11][CH:12]=2)[C@H:7]([NH:17][C:18]2[CH:23]=[CH:22][CH:21]=[C:20]([CH3:24])[N:19]=2)[C@@H:6]([CH3:25])[C@@H:5]1[CH:26]1[CH2:28][CH2:27]1)(=[O:3])[CH3:2].CN(C(ON1N=NC2C=[CH:41][CH:42]=[N:43]C1=2)=[N+](C)C)C.F[P-](F)(F)(F)(F)F.NC[CH2:55][OH:56].CCN(C(C)C)C(C)C, predict the reaction product. The product is: [C:1]([N:4]1[C:13]2[C:8](=[CH:9][C:10]([C:14]([NH:43][CH2:42][CH2:41][O:56][CH3:55])=[O:15])=[CH:11][CH:12]=2)[C@H:7]([NH:17][C:18]2[CH:23]=[CH:22][CH:21]=[C:20]([CH3:24])[N:19]=2)[C@@H:6]([CH3:25])[C@@H:5]1[CH:26]1[CH2:27][CH2:28]1)(=[O:3])[CH3:2]. (2) The product is: [CH3:18][C:19]1[N:20]=[C:21]([CH2:25][N:13]2[CH:14]=[C:10]([C:9]#[C:8][C:6]3[CH:5]=[CH:4][N:3]=[C:2]([CH3:1])[CH:7]=3)[N:11]=[C:12]2[CH3:15])[CH:22]=[CH:23][CH:24]=1. Given the reactants [CH3:1][C:2]1[CH:7]=[C:6]([C:8]#[C:9][C:10]2[N:11]=[C:12]([CH3:15])[NH:13][CH:14]=2)[CH:5]=[CH:4][N:3]=1.Cl.Cl[CH2:18][C:19]1[CH:24]=[CH:23][CH:22]=[C:21]([CH3:25])[N:20]=1, predict the reaction product. (3) Given the reactants [CH2:1]([O:8][C:9](=[O:17])[NH:10][C:11]([CH3:16])([CH2:13][CH2:14][OH:15])[CH3:12])[C:2]1[CH:7]=[CH:6][CH:5]=[CH:4][CH:3]=1.CC(OI1(OC(C)=O)(OC(C)=O)OC(=O)C2C1=CC=CC=2)=O, predict the reaction product. The product is: [CH2:1]([O:8][C:9](=[O:17])[NH:10][C:11]([CH3:12])([CH2:13][CH:14]=[O:15])[CH3:16])[C:2]1[CH:7]=[CH:6][CH:5]=[CH:4][CH:3]=1. (4) The product is: [CH2:1]([O:3][C:4]([C:6]1[CH:7]=[N:8][C:9]2[C:14]([C:15]=1[NH:27][CH:22]1[CH2:26][CH2:25][CH2:24][CH2:23]1)=[CH:13][CH:12]=[CH:11][C:10]=2[O:17][C:18]([F:21])([F:20])[F:19])=[O:5])[CH3:2]. Given the reactants [CH2:1]([O:3][C:4]([C:6]1[CH:7]=[N:8][C:9]2[C:14]([C:15]=1Cl)=[CH:13][CH:12]=[CH:11][C:10]=2[O:17][C:18]([F:21])([F:20])[F:19])=[O:5])[CH3:2].[CH:22]1([NH2:27])[CH2:26][CH2:25][CH2:24][CH2:23]1, predict the reaction product. (5) Given the reactants C([O:3][C:4]([C:6]1[S:23][C:9]2[N:10]=[C:11]([NH2:22])[N:12]=[C:13]([C:14]3[CH:19]=[CH:18][C:17]([CH3:20])=[CH:16][C:15]=3[CH3:21])[C:8]=2[CH:7]=1)=O)C.[NH3:24], predict the reaction product. The product is: [NH2:22][C:11]1[N:12]=[C:13]([C:14]2[CH:19]=[CH:18][C:17]([CH3:20])=[CH:16][C:15]=2[CH3:21])[C:8]2[CH:7]=[C:6]([C:4]([NH2:24])=[O:3])[S:23][C:9]=2[N:10]=1. (6) Given the reactants [CH3:1][O:2][C:3]1[CH:11]=[C:10]([NH:12][C:13](=[O:27])[CH2:14][C:15]2[CH:20]=[CH:19][C:18]([O:21][CH3:22])=[CH:17][C:16]=2[C:23]([F:26])([F:25])[F:24])[CH:9]=[CH:8][C:4]=1[C:5](O)=[O:6].[OH:28][C:29]1[CH:44]=[CH:43][C:32]([CH2:33][NH:34][CH2:35][C:36]([O:38][C:39]([CH3:42])([CH3:41])[CH3:40])=[O:37])=[CH:31][CH:30]=1.CN(C(ON1N=NC2C=CC=NC1=2)=[N+](C)C)C.F[P-](F)(F)(F)(F)F, predict the reaction product. The product is: [OH:28][C:29]1[CH:44]=[CH:43][C:32]([CH2:33][N:34]([CH2:35][C:36]([O:38][C:39]([CH3:40])([CH3:41])[CH3:42])=[O:37])[C:5](=[O:6])[C:4]2[CH:8]=[CH:9][C:10]([NH:12][C:13](=[O:27])[CH2:14][C:15]3[CH:20]=[CH:19][C:18]([O:21][CH3:22])=[CH:17][C:16]=3[C:23]([F:26])([F:25])[F:24])=[CH:11][C:3]=2[O:2][CH3:1])=[CH:31][CH:30]=1. (7) The product is: [F:61][C:48]1([F:47])[CH2:53][CH2:52][CH:51]([N:54]2[CH2:55][CH2:56][CH:57]([N:60]3[CH2:12][C:10]4[C:5](=[C:4]([I:13])[CH:3]=[C:2]([Cl:1])[CH:11]=4)[C:6]3=[O:8])[CH2:58][CH2:59]2)[CH2:50][CH2:49]1. Given the reactants [Cl:1][C:2]1[CH:11]=[C:10]([CH3:12])[C:5]([C:6]([O:8]C)=O)=[C:4]([I:13])[CH:3]=1.BrN1C(=O)CCC1=O.C(OOC(=O)C1C=CC=CC=1)(=O)C1C=CC=CC=1.C(N(CC)CC)C.[F:47][C:48]1([F:61])[CH2:53][CH2:52][CH:51]([N:54]2[CH2:59][CH2:58][CH:57]([NH2:60])[CH2:56][CH2:55]2)[CH2:50][CH2:49]1, predict the reaction product.